From a dataset of NCI-60 drug combinations with 297,098 pairs across 59 cell lines. Regression. Given two drug SMILES strings and cell line genomic features, predict the synergy score measuring deviation from expected non-interaction effect. (1) Drug 1: CC1=C(C(CCC1)(C)C)C=CC(=CC=CC(=CC(=O)O)C)C. Drug 2: CC12CCC3C(C1CCC2O)C(CC4=C3C=CC(=C4)O)CCCCCCCCCS(=O)CCCC(C(F)(F)F)(F)F. Cell line: SK-MEL-28. Synergy scores: CSS=8.18, Synergy_ZIP=-2.40, Synergy_Bliss=-0.343, Synergy_Loewe=-8.50, Synergy_HSA=0.276. (2) Drug 1: CCC1=C2CN3C(=CC4=C(C3=O)COC(=O)C4(CC)O)C2=NC5=C1C=C(C=C5)O. Drug 2: CC1C(C(CC(O1)OC2CC(CC3=C2C(=C4C(=C3O)C(=O)C5=CC=CC=C5C4=O)O)(C(=O)C)O)N)O. Cell line: U251. Synergy scores: CSS=49.4, Synergy_ZIP=-6.48, Synergy_Bliss=-9.99, Synergy_Loewe=-3.41, Synergy_HSA=-1.43. (3) Cell line: NCI-H226. Drug 1: COC1=NC(=NC2=C1N=CN2C3C(C(C(O3)CO)O)O)N. Drug 2: C1=NC2=C(N=C(N=C2N1C3C(C(C(O3)CO)O)F)Cl)N. Synergy scores: CSS=-2.71, Synergy_ZIP=2.03, Synergy_Bliss=0.306, Synergy_Loewe=-4.34, Synergy_HSA=-3.82. (4) Synergy scores: CSS=95.2, Synergy_ZIP=1.27, Synergy_Bliss=1.24, Synergy_Loewe=-0.581, Synergy_HSA=1.85. Drug 1: C1CN1C2=NC(=NC(=N2)N3CC3)N4CC4. Cell line: MOLT-4. Drug 2: C1=CC(=CC=C1CCC2=CNC3=C2C(=O)NC(=N3)N)C(=O)NC(CCC(=O)O)C(=O)O. (5) Drug 1: CC1=C(C(CCC1)(C)C)C=CC(=CC=CC(=CC(=O)O)C)C. Drug 2: CS(=O)(=O)CCNCC1=CC=C(O1)C2=CC3=C(C=C2)N=CN=C3NC4=CC(=C(C=C4)OCC5=CC(=CC=C5)F)Cl. Cell line: K-562. Synergy scores: CSS=-12.1, Synergy_ZIP=4.07, Synergy_Bliss=0.734, Synergy_Loewe=-14.3, Synergy_HSA=-13.0. (6) Drug 1: C1=CC(=CC=C1CCC2=CNC3=C2C(=O)NC(=N3)N)C(=O)NC(CCC(=O)O)C(=O)O. Drug 2: CCN(CC)CCNC(=O)C1=C(NC(=C1C)C=C2C3=C(C=CC(=C3)F)NC2=O)C. Cell line: BT-549. Synergy scores: CSS=6.56, Synergy_ZIP=-4.67, Synergy_Bliss=-0.353, Synergy_Loewe=-8.28, Synergy_HSA=-3.83. (7) Drug 1: COCCOC1=C(C=C2C(=C1)C(=NC=N2)NC3=CC=CC(=C3)C#C)OCCOC. Drug 2: CNC(=O)C1=NC=CC(=C1)OC2=CC=C(C=C2)NC(=O)NC3=CC(=C(C=C3)Cl)C(F)(F)F. Cell line: SK-OV-3. Synergy scores: CSS=82.1, Synergy_ZIP=12.6, Synergy_Bliss=11.8, Synergy_Loewe=3.56, Synergy_HSA=13.2.